Dataset: Catalyst prediction with 721,799 reactions and 888 catalyst types from USPTO. Task: Predict which catalyst facilitates the given reaction. (1) Reactant: [NH:1]1[C:5]2[CH:6]=[CH:7][CH:8]=[CH:9][C:4]=2[N:3]=[C:2]1[CH2:10][N:11]1[CH:16]=[CH:15][C:14]2[O:17][C:18]([CH3:20])=[CH:19][C:13]=2[C:12]1=[O:21].C(=O)([O-])[O-].[K+].[K+].[CH2:28]([N:30]1[C:36](=[O:37])[C:35]([CH3:39])([CH3:38])[C:34](=[O:40])[N:33]([CH3:41])[C:32]2[CH:42]=[C:43]([O:46][CH2:47][CH2:48][CH2:49]I)[CH:44]=[CH:45][C:31]1=2)[CH3:29]. Product: [CH2:28]([N:30]1[C:36](=[O:37])[C:35]([CH3:38])([CH3:39])[C:34](=[O:40])[N:33]([CH3:41])[C:32]2[CH:42]=[C:43]([O:46][CH2:47][CH2:48][CH2:49][N:1]3[C:5]4[CH:6]=[CH:7][CH:8]=[CH:9][C:4]=4[N:3]=[C:2]3[CH2:10][N:11]3[CH:16]=[CH:15][C:14]4[O:17][C:18]([CH3:20])=[CH:19][C:13]=4[C:12]3=[O:21])[CH:44]=[CH:45][C:31]1=2)[CH3:29]. The catalyst class is: 3. (2) Reactant: [CH3:1][O:2][C:3]1[CH:4]=[C:5]2[C:10](=[CH:11][C:12]=1[N+:13]([O-:15])=[O:14])[CH2:9][NH:8][CH2:7][CH2:6]2.I[CH:17]([CH2:19][CH3:20])[CH3:18].C(=O)([O-])[O-].[K+].[K+]. Product: [CH3:1][O:2][C:3]1[CH:4]=[C:5]2[C:10](=[CH:11][C:12]=1[N+:13]([O-:15])=[O:14])[CH2:9][N:8]([CH:17]([CH3:18])[CH2:19][CH3:20])[CH2:7][CH2:6]2. The catalyst class is: 10. (3) Reactant: [O:1]1[CH2:5][CH2:4][CH2:3][CH:2]1[CH2:6][NH2:7].CS[C:10]1[NH:11][C:12](=[O:21])[C:13]([C:16]([O:18][CH2:19][CH3:20])=[O:17])=[CH:14][N:15]=1. Product: [O:21]=[C:12]1[NH:11][C:10]([NH:7][CH2:6][CH:2]2[CH2:3][CH2:4][CH2:5][O:1]2)=[N:15][CH:14]=[C:13]1[C:16]([O:18][CH2:19][CH3:20])=[O:17]. The catalyst class is: 5. (4) The catalyst class is: 4. Reactant: [I:1][C:2]1[N:7]=[CH:6][C:5]([NH2:8])=[CH:4][CH:3]=1.N1C=CC=CC=1.[CH3:15][S:16](Cl)(=[O:18])=[O:17].C(O)(=O)C. Product: [I:1][C:2]1[N:7]=[CH:6][C:5]([NH:8][S:16]([CH3:15])(=[O:18])=[O:17])=[CH:4][CH:3]=1. (5) Reactant: [C:1]([N:8]1[CH2:15][CH2:14][CH2:13][C@H:9]1[C:10](O)=[O:11])([O:3][C:4]([CH3:7])([CH3:6])[CH3:5])=[O:2].N1C=CC=CC=1.N1C(F)=NC(F)=NC=1[F:24]. Product: [F:24][C:10]([CH:9]1[CH2:13][CH2:14][CH2:15][N:8]1[C:1]([O:3][C:4]([CH3:7])([CH3:6])[CH3:5])=[O:2])=[O:11]. The catalyst class is: 2.